From a dataset of Catalyst prediction with 721,799 reactions and 888 catalyst types from USPTO. Predict which catalyst facilitates the given reaction. (1) Reactant: [C:1]([C:5]1[CH:10]=[CH:9][C:8]([O:11][CH:12]2[CH2:16][CH2:15][O:14][CH2:13]2)=[C:7]([N+:17]([O-])=O)[CH:6]=1)([CH3:4])([CH3:3])[CH3:2]. Product: [C:1]([C:5]1[CH:10]=[CH:9][C:8]([O:11][CH:12]2[CH2:16][CH2:15][O:14][CH2:13]2)=[C:7]([CH:6]=1)[NH2:17])([CH3:4])([CH3:2])[CH3:3]. The catalyst class is: 99. (2) Reactant: C([O:3][C:4](=O)[CH2:5][NH:6][C:7]1[CH:12]=[CH:11][C:10]([F:13])=[C:9]([Cl:14])[CH:8]=1)C.[H-].[H-].[H-].[H-].[Li+].[Al+3].[OH-].[Na+]. Product: [OH:3][CH2:4][CH2:5][NH:6][C:7]1[CH:12]=[CH:11][C:10]([F:13])=[C:9]([Cl:14])[CH:8]=1. The catalyst class is: 1. (3) Reactant: [Cl:1][C:2]1[CH:3]=[CH:4][C:5]([N:20]2[CH:24]=[CH:23][N:22]=[C:21]2[CH2:25][OH:26])=[C:6]([C:8]([C:10]2[CH:15]=[CH:14][CH:13]=[C:12]([O:16][CH3:17])[C:11]=2[O:18][CH3:19])=[O:9])[CH:7]=1.O1CCCC1. Product: [Cl:1][C:2]1[CH:3]=[CH:4][C:5]([N:20]2[CH:24]=[CH:23][N:22]=[C:21]2[CH:25]=[O:26])=[C:6]([C:8](=[O:9])[C:10]2[CH:15]=[CH:14][CH:13]=[C:12]([O:16][CH3:17])[C:11]=2[O:18][CH3:19])[CH:7]=1. The catalyst class is: 327.